Dataset: Full USPTO retrosynthesis dataset with 1.9M reactions from patents (1976-2016). Task: Predict the reactants needed to synthesize the given product. (1) Given the product [Br:7][CH:14]1[CH2:15][CH2:16][CH2:17][CH2:18][NH:19][C:13]1=[O:20], predict the reactants needed to synthesize it. The reactants are: C1C=CC=CC=1.[Br:7]Br.P(Br)(Br)Br.[C:13]1(=[O:20])[NH:19][CH2:18][CH2:17][CH2:16][CH2:15][CH2:14]1. (2) Given the product [F:18][C:6]1[CH:5]=[C:4]([N:19]2[CH2:23][C@@H:22]([CH2:24][NH+:25]([O-:36])[C:26](=[O:28])[CH3:27])[O:21][C:20]2=[O:29])[CH:3]=[C:2]([F:1])[C:7]=1[N:8]1[CH2:13][CH2:12][N:11]([C:14](=[O:17])[CH2:15][OH:16])[CH2:10][CH2:9]1, predict the reactants needed to synthesize it. The reactants are: [F:1][C:2]1[CH:3]=[C:4]([N:19]2[CH2:23][C@H:22]([CH2:24][NH:25][C:26](=[O:28])[CH3:27])[O:21][C:20]2=[O:29])[CH:5]=[C:6]([F:18])[C:7]=1[N:8]1[CH2:13][CH2:12][N:11]([C:14](=[O:17])[CH2:15][OH:16])[CH2:10][CH2:9]1.C1C=C([O:36]O)C(C(O)=O)=C(C(O)=O)C=1. (3) Given the product [Cl:20][C:21]1[CH:26]=[C:25]([CH:24]=[CH:23][C:22]=1[C:28]([F:29])([F:30])[F:31])[O:27][CH2:2][C:3]1[C:17]([F:18])=[CH:16][C:6]([C:7]([NH:9][S:10]([N:13]([CH3:15])[CH3:14])(=[O:12])=[O:11])=[O:8])=[C:5]([F:19])[CH:4]=1, predict the reactants needed to synthesize it. The reactants are: Br[CH2:2][C:3]1[C:17]([F:18])=[CH:16][C:6]([C:7]([NH:9][S:10]([N:13]([CH3:15])[CH3:14])(=[O:12])=[O:11])=[O:8])=[C:5]([F:19])[CH:4]=1.[Cl:20][C:21]1[CH:26]=[C:25]([OH:27])[CH:24]=[CH:23][C:22]=1[C:28]([F:31])([F:30])[F:29].C(=O)([O-])[O-].[K+].[K+]. (4) Given the product [CH3:25][O:24][CH2:23][CH2:22][CH2:21][NH:1][C:2]1[N:6]([C:7]2[CH:12]=[CH:11][CH:10]=[CH:9][CH:8]=2)[N:5]=[CH:4][C:3]=1[C:13]([O:15][CH2:16][CH3:17])=[O:14], predict the reactants needed to synthesize it. The reactants are: [NH2:1][C:2]1[N:6]([C:7]2[CH:12]=[CH:11][CH:10]=[CH:9][CH:8]=2)[N:5]=[CH:4][C:3]=1[C:13]([O:15][CH2:16][CH3:17])=[O:14].[H-].[Na+].Br[CH2:21][CH2:22][CH2:23][O:24][CH3:25].